Dataset: HIV replication inhibition screening data with 41,000+ compounds from the AIDS Antiviral Screen. Task: Binary Classification. Given a drug SMILES string, predict its activity (active/inactive) in a high-throughput screening assay against a specified biological target. (1) The molecule is Cc1ccc2nn(-c3ccc(O)cc3)[n+](=O)[c-]2c1. The result is 0 (inactive). (2) The molecule is CCC1OC2C(CC=C(C)C)=C3OC(C)(O)C(C)(CC)C(O)C3=C3OC(=O)C=C1C32. The result is 0 (inactive). (3) The molecule is CC(C)(C)[Si](C)(C)OCC1OC(n2ccc(=O)[nH]c2=O)C(O[Si](C)(C)C(C)(C)C)C12OC2CO. The result is 0 (inactive). (4) The molecule is O=C(O)CCSSCCCCCS(=O)O.[NaH]. The result is 0 (inactive).